Task: Regression/Classification. Given a drug SMILES string, predict its absorption, distribution, metabolism, or excretion properties. Task type varies by dataset: regression for continuous measurements (e.g., permeability, clearance, half-life) or binary classification for categorical outcomes (e.g., BBB penetration, CYP inhibition). Dataset: pampa_ncats.. Dataset: PAMPA (Parallel Artificial Membrane Permeability Assay) permeability data from NCATS The compound is CC1=C(C=C(C=C1)C2=CSC(=N2)NC3=CC=C(C=C3)S(=O)(=O)NC4=NC=CS4)C. The result is 1 (high permeability).